From a dataset of Peptide-MHC class II binding affinity with 134,281 pairs from IEDB. Regression. Given a peptide amino acid sequence and an MHC pseudo amino acid sequence, predict their binding affinity value. This is MHC class II binding data. (1) The peptide sequence is LVKPGAGIMIFDPYG. The MHC is DRB1_0802 with pseudo-sequence DRB1_0802. The binding affinity (normalized) is 0.257. (2) The peptide sequence is KVPPGPNITATYGDK. The MHC is DRB1_1302 with pseudo-sequence DRB1_1302. The binding affinity (normalized) is 0.0587. (3) The peptide sequence is VCGMFTNRSGSQQ. The MHC is HLA-DQA10101-DQB10501 with pseudo-sequence HLA-DQA10101-DQB10501. The binding affinity (normalized) is 0. (4) The peptide sequence is IPAGELQIIDKIDAA. The MHC is HLA-DQA10102-DQB10502 with pseudo-sequence HLA-DQA10102-DQB10502. The binding affinity (normalized) is 0.425.